From a dataset of Catalyst prediction with 721,799 reactions and 888 catalyst types from USPTO. Predict which catalyst facilitates the given reaction. (1) Reactant: [C:1]([C:5]1[CH:10]=[CH:9][C:8](CC#N)=[CH:7][CH:6]=1)([CH3:4])([CH3:3])[CH3:2].[C:14]1([CH:21]=[CH:20][CH:19]=[C:17]([OH:18])C=1)[OH:15].B(F)(F)F.[CH3:26][CH2:27][O:28][CH2:29][CH3:30].Cl. Product: [C:1]([C:5]1[CH:6]=[CH:7][C:8]([C:26]2[C:14](=[O:15])[C:21]3[C:29](=[CH:30][C:17]([OH:18])=[CH:19][CH:20]=3)[O:28][CH:27]=2)=[CH:9][CH:10]=1)([CH3:2])([CH3:3])[CH3:4]. The catalyst class is: 6. (2) Reactant: [C:1]([O:5][C:6]([NH:8][C@H:9]1[CH2:12][N:11](C(C2C=CC=CC=2)C2C=CC=CC=2)[C@H:10]1[CH2:26][CH3:27])=[O:7])([CH3:4])([CH3:3])[CH3:2]. Product: [C:1]([O:5][C:6]([NH:8][C@H:9]1[CH2:12][NH:11][C@H:10]1[CH2:26][CH3:27])=[O:7])([CH3:4])([CH3:3])[CH3:2]. The catalyst class is: 45. (3) Reactant: [Cl-].[CH3:2][O:3][C:4]1[CH:11]=[CH:10][CH:9]=[CH:8][C:5]=1[CH2:6][Zn+].C(Cl)Cl.[O:15]1[C:19]2[CH:20]=[CH:21][C:22]([C:24]3([C:27]([NH:29][C:30]4[CH:31]=[N:32][C:33](Br)=[CH:34][CH:35]=4)=[O:28])[CH2:26][CH2:25]3)=[CH:23][C:18]=2[O:17][CH2:16]1.C(N(CC([O-])=O)CC(O)=O)CN(CC([O-])=O)CC(O)=O.[Na+].[Na+].[NH4+].[Cl-]. Product: [O:15]1[C:19]2[CH:20]=[CH:21][C:22]([C:24]3([C:27]([NH:29][C:30]4[CH:31]=[N:32][C:33]([CH2:6][C:5]5[CH:8]=[CH:9][CH:10]=[CH:11][C:4]=5[O:3][CH3:2])=[CH:34][CH:35]=4)=[O:28])[CH2:26][CH2:25]3)=[CH:23][C:18]=2[O:17][CH2:16]1. The catalyst class is: 1. (4) Reactant: [Br:1][C:2]1[CH:8]=[CH:7][C:5]([NH2:6])=[C:4]([CH3:9])[CH:3]=1.Cl[C:11](Cl)([O:13]C(=O)OC(Cl)(Cl)Cl)Cl. Product: [Br:1][C:2]1[CH:8]=[CH:7][C:5]([N:6]=[C:11]=[O:13])=[C:4]([CH3:9])[CH:3]=1. The catalyst class is: 1. (5) Reactant: [CH3:1][O:2][C:3]1[CH:31]=[CH:30][C:6]([CH2:7][O:8][C:9]2[CH:10]=[C:11]([CH:24]=[C:25]([N+:27]([O-:29])=[O:28])[CH:26]=2)[C:12]([O:14]CC2C=CC(OC)=CC=2)=[O:13])=[CH:5][CH:4]=1.[OH-].[Na+]. Product: [CH3:1][O:2][C:3]1[CH:4]=[CH:5][C:6]([CH2:7][O:8][C:9]2[CH:10]=[C:11]([CH:24]=[C:25]([N+:27]([O-:29])=[O:28])[CH:26]=2)[C:12]([OH:14])=[O:13])=[CH:30][CH:31]=1. The catalyst class is: 200. (6) Product: [Cl:13][C:14]1[CH:19]=[CH:18][C:17]([N:9]2[CH:10]=[C:11]([CH3:12])[C@H:5]3[CH2:4][CH2:3][C@H:2]([CH3:1])[C@H:6]3[C:7]2=[O:8])=[CH:16][CH:15]=1. Reactant: [CH3:1][CH:2]1[CH:6]2[C:7]([NH:9][CH:10]=[C:11]([CH3:12])[CH:5]2[CH2:4][CH2:3]1)=[O:8].[Cl:13][C:14]1[CH:19]=[CH:18][C:17]([Bi]([C:17]2[CH:18]=[CH:19][C:14]([Cl:13])=[CH:15][CH:16]=2)[C:17]2[CH:18]=[CH:19][C:14]([Cl:13])=[CH:15][CH:16]=2)=[CH:16][CH:15]=1.C(N(CC)CC)C. The catalyst class is: 221.